Dataset: Peptide-MHC class I binding affinity with 185,985 pairs from IEDB/IMGT. Task: Regression. Given a peptide amino acid sequence and an MHC pseudo amino acid sequence, predict their binding affinity value. This is MHC class I binding data. The peptide sequence is FMSVVNTNI. The MHC is HLA-A02:01 with pseudo-sequence HLA-A02:01. The binding affinity (normalized) is 0.621.